Dataset: Forward reaction prediction with 1.9M reactions from USPTO patents (1976-2016). Task: Predict the product of the given reaction. (1) Given the reactants [CH2:1]([O:8][C:9]1[CH:10]=[C:11]2[C:15](=[CH:16][C:17]=1[NH:18][CH:19]1[CH2:24][CH2:23][O:22][CH2:21][CH2:20]1)[N:14]([CH:25]1[CH2:30][CH2:29][CH2:28][CH2:27][O:26]1)[N:13]=[CH:12]2)[C:2]1[CH:7]=[CH:6][CH:5]=[CH:4][CH:3]=1.[C:31](Cl)(=[O:33])[CH3:32].C([O-])([O-])=O.[K+].[K+].O, predict the reaction product. The product is: [CH2:1]([O:8][C:9]1[CH:10]=[C:11]2[C:15](=[CH:16][C:17]=1[N:18]([CH:19]1[CH2:20][CH2:21][O:22][CH2:23][CH2:24]1)[C:31](=[O:33])[CH3:32])[N:14]([CH:25]1[CH2:30][CH2:29][CH2:28][CH2:27][O:26]1)[N:13]=[CH:12]2)[C:2]1[CH:7]=[CH:6][CH:5]=[CH:4][CH:3]=1. (2) Given the reactants Cl[C:2](=[N:11][OH:12])[C:3]1[C:8]([Cl:9])=[CH:7][CH:6]=[CH:5][C:4]=1[Cl:10].C(N(C(C)C)CC)(C)C.O=[C:23]([CH3:29])[CH2:24][C:25]([O:27][CH3:28])=[O:26], predict the reaction product. The product is: [Cl:10][C:4]1[CH:5]=[CH:6][CH:7]=[C:8]([Cl:9])[C:3]=1[C:2]1[C:24]([C:25]([O:27][CH3:28])=[O:26])=[C:23]([CH3:29])[O:12][N:11]=1. (3) The product is: [O:17]=[C:9]([C:7]([C:6]1[CH:5]=[CH:4][C:3]([O:2][CH3:1])=[CH:16][CH:15]=1)=[O:8])[C:10]([O:12][CH2:13][CH3:14])=[O:11]. Given the reactants [CH3:1][O:2][C:3]1[CH:16]=[CH:15][C:6]([C:7]([CH2:9][C:10]([O:12][CH2:13][CH3:14])=[O:11])=[O:8])=[CH:5][CH:4]=1.[O:17]1CCOCC1, predict the reaction product.